Dataset: Full USPTO retrosynthesis dataset with 1.9M reactions from patents (1976-2016). Task: Predict the reactants needed to synthesize the given product. (1) Given the product [C:23]([C:27]1[CH:31]=[C:30]([NH:32][C:33]([NH:1][C:2]2[CH:20]=[CH:19][C:5]([O:6][C:7]3[C:16]4[N:15]=[C:14]([CH3:17])[C:13](=[O:18])[NH:12][C:11]=4[N:10]=[CH:9][CH:8]=3)=[CH:4][C:3]=2[S:21][CH3:22])=[O:34])[N:29]([C:35]2[CH:40]=[N:39][C:38]([O:41][CH3:42])=[CH:37][CH:36]=2)[N:28]=1)([CH3:26])([CH3:24])[CH3:25], predict the reactants needed to synthesize it. The reactants are: [NH2:1][C:2]1[CH:20]=[CH:19][C:5]([O:6][C:7]2[C:16]3[N:15]=[C:14]([CH3:17])[C:13](=[O:18])[NH:12][C:11]=3[N:10]=[CH:9][CH:8]=2)=[CH:4][C:3]=1[S:21][CH3:22].[C:23]([C:27]1[CH:31]=[C:30]([N:32]=[C:33]=[O:34])[N:29]([C:35]2[CH:36]=[CH:37][C:38]([O:41][CH3:42])=[N:39][CH:40]=2)[N:28]=1)([CH3:26])([CH3:25])[CH3:24]. (2) Given the product [F:8][C:2]([F:9])([C:31]([OH:34])([C:30]1[CH:29]=[C:28]2[N:16]([CH2:17][C:18]3[C:19]2=[N:20][C:21]2[C:26]([CH:27]=3)=[CH:25][CH:24]=[CH:23][CH:22]=2)[C:15](=[O:35])[C:14]=1[CH2:13][OH:12])[CH2:32][CH3:33])[C:3]([O:5][CH2:6][CH3:7])=[O:4], predict the reactants needed to synthesize it. The reactants are: Br[C:2]([F:9])([F:8])[C:3]([O:5][CH2:6][CH3:7])=[O:4].C([O:12][CH2:13][C:14]1[C:15](=[O:35])[N:16]2[C:28](=[CH:29][C:30]=1[C:31](=[O:34])[CH2:32][CH3:33])[C:19]1=[N:20][C:21]3[C:26]([CH:27]=[C:18]1[CH2:17]2)=[CH:25][CH:24]=[CH:23][CH:22]=3)=O.[Cl-].[NH4+]. (3) Given the product [Cl:63][C:61]1[CH:3]=[C:4]2[C:8](=[CH:9][CH:10]=1)[N:7]([C:11]1[CH:12]=[N:13][CH:14]=[C:15]([CH:19]=1)[C:16]([NH2:41])=[O:17])[CH:6]=[C:5]2[C:20]1[C:21](=[O:34])[NH:22][C:23](=[O:33])[C:24]=1[C:25]1[CH:30]=[CH:29][CH:28]=[CH:27][C:26]=1[O:31][CH3:32], predict the reactants needed to synthesize it. The reactants are: ClC1[CH:3]=[C:4]2[C:8](=[CH:9][CH:10]=1)[N:7]([C:11]1[CH:12]=[N:13][CH:14]=[C:15]([CH:19]=1)[C:16](O)=[O:17])[CH:6]=[C:5]2[C:20]1[C:21](=[O:34])[NH:22][C:23](=[O:33])[C:24]=1[C:25]1[CH:30]=[CH:29][CH:28]=[CH:27][C:26]=1[O:31][CH3:32].C1C=CC2N(O)N=[N:41]C=2C=1.C1CCC(N=C=NC2CCCCC2)CC1.N.[CH2:61]([Cl:63])Cl.